Dataset: Catalyst prediction with 721,799 reactions and 888 catalyst types from USPTO. Task: Predict which catalyst facilitates the given reaction. (1) Reactant: [F:1][C:2]([F:13])([F:12])[C:3]1[CH:7]=[CH:6][NH:5][C:4]=1[C:8]([O:10][CH3:11])=[O:9].[Cl:14][C:15]1[CH:20]=[CH:19][C:18](B(O)O)=[CH:17][CH:16]=1.N1C=CC=CC=1. The catalyst class is: 749. Product: [Cl:14][C:15]1[CH:20]=[CH:19][C:18]([N:5]2[CH:6]=[CH:7][C:3]([C:2]([F:1])([F:12])[F:13])=[C:4]2[C:8]([O:10][CH3:11])=[O:9])=[CH:17][CH:16]=1. (2) The catalyst class is: 162. Product: [CH2:6]([C:7]1[CH:8]=[C:9]([CH2:10][CH2:11][CH2:12][CH2:13][CH2:14][CH3:15])[N:21]=[C:19]([OH:20])[N:18]=1)[CH2:5][CH2:4][CH2:3][CH2:2][CH3:1]. Reactant: [CH3:1][CH2:2][CH2:3][CH2:4][CH2:5][CH2:6][C:7](=O)[CH2:8][C:9](=O)[CH2:10][CH2:11][CH2:12][CH2:13][CH2:14][CH3:15].[NH2:18][C:19]([NH2:21])=[O:20].Cl.O. (3) Reactant: [CH3:1][O:2][C:3](=[O:27])[C:4]1[CH:9]=[CH:8][C:7](/[CH:10]=[CH:11]/[C:12](=[O:26])[C:13]2[C:14]([NH:19][C:20]3[CH:25]=[CH:24][CH:23]=[CH:22][CH:21]=3)=[N:15][CH:16]=[CH:17][CH:18]=2)=[CH:6][CH:5]=1.[H][H]. Product: [CH3:1][O:2][C:3](=[O:27])[C:4]1[CH:5]=[CH:6][C:7]([CH2:10][CH2:11][C:12](=[O:26])[C:13]2[C:14]([NH:19][C:20]3[CH:25]=[CH:24][CH:23]=[CH:22][CH:21]=3)=[N:15][CH:16]=[CH:17][CH:18]=2)=[CH:8][CH:9]=1. The catalyst class is: 153. (4) Product: [CH3:15][N:16]([CH3:20])[CH2:17][CH2:18][NH:19][C:6](=[O:8])[C:5]1[CH:9]=[CH:10][C:11]([N+:12]([O-:14])=[O:13])=[C:3]([O:2][CH3:1])[CH:4]=1. Reactant: [CH3:1][O:2][C:3]1[CH:4]=[C:5]([CH:9]=[CH:10][C:11]=1[N+:12]([O-:14])=[O:13])[C:6]([OH:8])=O.[CH3:15][N:16]([CH3:20])[CH2:17][CH2:18][NH2:19].O.ON1C2C=CC=CC=2N=N1.C(N(CC)C(C)C)(C)C. The catalyst class is: 4.